From a dataset of Reaction yield outcomes from USPTO patents with 853,638 reactions. Predict the reaction yield, written as a fraction of the theoretical maximum amount of product (1.0 means a 100% yield; for example, 0.34 means a 34% yield). (1) The reactants are [Cl:1][C:2]1[C:3]([F:27])=[CH:4][C:5]([C:25]#[N:26])=[C:6]([CH:24]=1)[O:7][C@@H:8]([C:19]1[S:20][CH:21]=[CH:22][N:23]=1)[CH2:9][CH2:10][NH:11]C(=O)OC(C)(C)C. The catalyst is Cl.O1CCOCC1. The product is [ClH:1].[NH2:11][CH2:10][CH2:9][C@@H:8]([O:7][C:6]1[CH:24]=[C:2]([Cl:1])[C:3]([F:27])=[CH:4][C:5]=1[C:25]#[N:26])[C:19]1[S:20][CH:21]=[CH:22][N:23]=1. The yield is 0.700. (2) The reactants are N1C=CC=CC=1.Cl[C:8]([O:10][CH2:11][C:12]1[CH:17]=[CH:16][CH:15]=[CH:14][CH:13]=1)=[O:9].[Cl:18][C:19]1[CH:25]=[C:24]([CH:26]2[CH2:35][CH2:34][C:29]3([O:33][CH2:32][CH2:31][O:30]3)[CH2:28][CH2:27]2)[CH:23]=[CH:22][C:20]=1[NH2:21].C(OCC)(=O)C. The catalyst is C1COCC1. The product is [Cl:18][C:19]1[CH:25]=[C:24]([CH:26]2[CH2:35][CH2:34][C:29]3([O:30][CH2:31][CH2:32][O:33]3)[CH2:28][CH2:27]2)[CH:23]=[CH:22][C:20]=1[NH:21][C:8](=[O:9])[O:10][CH2:11][C:12]1[CH:17]=[CH:16][CH:15]=[CH:14][CH:13]=1. The yield is 0.720. (3) The reactants are OC1C=CC=C2C([NH:7]C(=O)C=12)=O.C[O:14][C:15]([C:17]1[C:30]2[C:29](=O)[C:28]3[C:23](=[CH:24][CH:25]=C(CBr)[CH:27]=3)[O:22][C:21]=2[CH:20]=[CH:19][CH:18]=1)=O.[NH2:34][NH2:35].[CH2:36]([OH:38])[CH3:37]. The catalyst is CN(C=O)C. The product is [NH2:7][O:38][CH2:36][C:37]1[CH:25]=[CH:24][C:23]2[O:22][C:21]3[C:30]4=[C:17]([C:15](=[O:14])[NH:34][N:35]=[C:29]4[C:28]=2[CH:27]=1)[CH:18]=[CH:19][CH:20]=3. The yield is 0.850.